Dataset: Drug-target binding data from BindingDB using IC50 measurements. Task: Regression. Given a target protein amino acid sequence and a drug SMILES string, predict the binding affinity score between them. We predict pIC50 (pIC50 = -log10(IC50 in M); higher means more potent). Dataset: bindingdb_ic50. The drug is CC1(C)S[C@@H]2[C@H](Br)C(=O)N2[C@H]1C(=O)O. The target protein (P13661) has sequence MKNTIHINFAIFLIIANIIYSSASASTDISTVASPLFEGTEGCFLLYDASTNAEIAQFNKAKCATQMAPDSTFKIALSLMAFDAEIIDQKTIFKWDKTPKGMEIWNSNHTPKTWMQFSVVWVSQEITQKIGLNKIKNYLKDFDYGNQDFSGDKERNNGLTEAWLESSLKISPEEQIQFLRKIINHNLPVKNSAIENTIENMYLQDLDNSTKLYGKTGAGFTANRTLQNGWFEGFIISKSGHKYVFVSALTGNLGSNLTSSIKAKKNAITILNTLNL. The pIC50 is 6.2.